Dataset: Reaction yield outcomes from USPTO patents with 853,638 reactions. Task: Predict the reaction yield, written as a fraction of the theoretical maximum amount of product (1.0 means a 100% yield; for example, 0.34 means a 34% yield). (1) The reactants are C[O:2][C:3]([C:5]1[CH:6]=[C:7]([Cl:24])[CH:8]=[C:9]2[C:14]=1[NH:13][CH:12]([C:15]1[CH:20]=[CH:19][CH:18]=[C:17](Br)[CH:16]=1)[CH2:11][C:10]2([CH3:23])[CH3:22])=[O:4].[NH:25]1[CH2:30][CH2:29][O:28][CH2:27][CH2:26]1.Cl.CN(C)CC(O)=O.C(=O)([O-])[O-].[K+].[K+]. The catalyst is CS(C)=O.[Cu]I. The product is [Cl:24][C:7]1[CH:8]=[C:9]2[C:14](=[C:5]([C:3]([OH:2])=[O:4])[CH:6]=1)[NH:13][CH:12]([C:15]1[CH:20]=[CH:19][CH:18]=[C:17]([N:25]3[CH2:30][CH2:29][O:28][CH2:27][CH2:26]3)[CH:16]=1)[CH2:11][C:10]2([CH3:23])[CH3:22]. The yield is 0.960. (2) The reactants are C[O:2][C:3]([C:5]1[CH:10]=[CH:9][C:8](=[O:11])[N:7]([CH3:12])[C:6]=1[NH:13][C:14]1[CH:19]=[CH:18][C:17]([Br:20])=[CH:16][C:15]=1[F:21])=[O:4].BrC1C=CC(N)=C(F)C=1.C[Si]([N-][Si](C)(C)C)(C)C.[Li+].COC(C1C=CC(=O)N(C)C=1Cl)=O. The catalyst is C1COCC1. The product is [Br:20][C:17]1[CH:18]=[CH:19][C:14]([NH:13][C:6]2[N:7]([CH3:12])[C:8](=[O:11])[CH:9]=[CH:10][C:5]=2[C:3]([OH:4])=[O:2])=[C:15]([F:21])[CH:16]=1. The yield is 0.650. (3) The reactants are [C:1]([NH:13][C@H:14]([C:19]([OH:21])=O)[CH2:15][C:16](=[O:18])[NH2:17])(=[O:12])[C:2]1[CH:11]=[CH:10][C:9]2[C:4](=[CH:5][CH:6]=[CH:7][CH:8]=2)[N:3]=1.[CH:22]([N:25]([CH2:34][C@@H:35]([OH:45])[C@@H:36]([NH2:44])[CH2:37][C:38]1[CH:43]=[CH:42][CH:41]=[CH:40][CH:39]=1)[NH:26][C:27]([O:29][C:30]([CH3:33])([CH3:32])[CH3:31])=[O:28])([CH3:24])[CH3:23].F[P-](F)(F)(F)(F)F.[PH4+].ON1C2C=CC=CC=2N=N1.C(N(CC)C(C)C)(C)C. The catalyst is CN(C=O)C.C(OCC)(=O)C. The product is [CH:22]([N:25]([CH2:34][C@@H:35]([OH:45])[C@@H:36]([NH:44][C:19](=[O:21])[C@H:14]([CH2:15][C:16](=[O:18])[NH2:17])[NH:13][C:1](=[O:12])[C:2]1[CH:11]=[CH:10][C:9]2[C:4](=[CH:5][CH:6]=[CH:7][CH:8]=2)[N:3]=1)[CH2:37][C:38]1[CH:39]=[CH:40][CH:41]=[CH:42][CH:43]=1)[NH:26][C:27]([O:29][C:30]([CH3:33])([CH3:31])[CH3:32])=[O:28])([CH3:24])[CH3:23]. The yield is 0.650.